From a dataset of Cav3 T-type calcium channel HTS with 100,875 compounds. Binary Classification. Given a drug SMILES string, predict its activity (active/inactive) in a high-throughput screening assay against a specified biological target. (1) The molecule is O(\N=C\c1cc([N+]([O-])=O)ccc1)C(=O)C1CC1. The result is 0 (inactive). (2) The molecule is Clc1ccc(C(OCCN2CCCCC2)=O)cc1. The result is 0 (inactive). (3) The drug is Clc1cc(NC(=S)NCc2cccnc2)ccc1Cl. The result is 0 (inactive). (4) The result is 0 (inactive). The compound is s1cc(C2C(=CN(CC3OCCC3)C=C2C(OC)=O)C(OC)=O)cc1.